Dataset: Catalyst prediction with 721,799 reactions and 888 catalyst types from USPTO. Task: Predict which catalyst facilitates the given reaction. (1) Reactant: [Br:1][C:2]1[CH:10]=[CH:9][C:5]([C:6]([OH:8])=[O:7])=[C:4]([N+:11]([O-:13])=[O:12])[CH:3]=1.[C:14](=O)([O-])[O-].[K+].[K+].S(OC)(OC)(=O)=O. Product: [Br:1][C:2]1[CH:10]=[CH:9][C:5]([C:6]([O:8][CH3:14])=[O:7])=[C:4]([N+:11]([O-:13])=[O:12])[CH:3]=1. The catalyst class is: 21. (2) Reactant: [C:1]1([CH:7]2[N:21]3[C:22]4[C:14]([C:15]5[C:16]([O:23][CH2:24][CH2:25][N:26]6[CH2:31][CH2:30][N:29](C(OC(C)(C)C)=O)[CH2:28][CH2:27]6)=[CH:17][CH:18]=[CH:19][C:20]=53)=[CH:13][CH:12]=[CH:11][C:10]=4[O:9][CH2:8]2)[CH:6]=[CH:5][CH:4]=[CH:3][CH:2]=1.FC(F)(F)C(O)=O. Product: [N:26]1([CH2:25][CH2:24][O:23][C:16]2[CH:17]=[CH:18][CH:19]=[C:20]3[C:15]=2[C:14]2[C:22]4=[C:10]([O:9][CH2:8][CH:7]([C:1]5[CH:6]=[CH:5][CH:4]=[CH:3][CH:2]=5)[N:21]34)[CH:11]=[CH:12][CH:13]=2)[CH2:27][CH2:28][NH:29][CH2:30][CH2:31]1. The catalyst class is: 2. (3) Reactant: Cl[C:2]1[C:3]2[CH:10]=[CH:9][NH:8][C:4]=2[N:5]=[CH:6][N:7]=1.[F:11][C:12]1[CH:17]=[C:16]([N+:18]([O-:20])=[O:19])[CH:15]=[CH:14][C:13]=1[OH:21].BrC1C=CC=CC=1. Product: [F:11][C:12]1[CH:17]=[C:16]([N+:18]([O-:20])=[O:19])[CH:15]=[CH:14][C:13]=1[O:21][C:2]1[C:3]2[CH:10]=[CH:9][NH:8][C:4]=2[N:5]=[CH:6][N:7]=1. The catalyst class is: 28. (4) Reactant: [CH3:1][C:2]1[C:6]([N+:7]([O-:9])=[O:8])=[CH:5][N:4]([C:10]([C:13]2[NH:17][CH:16]=[N:15][N:14]=2)([CH3:12])[CH3:11])[N:3]=1.Br[CH:19]([CH3:21])[CH3:20].C([O-])([O-])=O.[Cs+].[Cs+]. Product: [CH:19]([C:13]1([C:10]([N:4]2[CH:5]=[C:6]([N+:7]([O-:9])=[O:8])[C:2]([CH3:1])=[N:3]2)([CH3:12])[CH3:11])[N:17]=[CH:16][NH:15][NH:14]1)([CH3:21])[CH3:20]. The catalyst class is: 144. (5) Reactant: [CH3:1][O:2][C:3]([C:5]1[C:9]([N+:10]([O-])=O)=[CH:8][NH:7][N:6]=1)=[O:4]. The catalyst class is: 50. Product: [CH3:1][O:2][C:3]([C:5]1[C:9]([NH2:10])=[CH:8][NH:7][N:6]=1)=[O:4].